Dataset: Reaction yield outcomes from USPTO patents with 853,638 reactions. Task: Predict the reaction yield, written as a fraction of the theoretical maximum amount of product (1.0 means a 100% yield; for example, 0.34 means a 34% yield). (1) The reactants are [CH3:1][CH:2]([CH3:11])[CH2:3][CH2:4][CH2:5][CH2:6][CH2:7][CH2:8][CH2:9][OH:10].[OH:12][C:13]1[CH:18]=[CH:17][C:16]([CH2:19][CH2:20][C:21](O)=[O:22])=[CH:15][C:14]=1[O:24][CH3:25].S([O-])([O-])(=O)=O.[Mg+2]. The catalyst is C1(C)C=CC=CC=1. The product is [OH:12][C:13]1[CH:18]=[CH:17][C:16]([CH2:19][CH2:20][C:21]([O:10][CH2:9][CH2:8][CH2:7][CH2:6][CH2:5][CH2:4][CH2:3][CH:2]([CH3:11])[CH3:1])=[O:22])=[CH:15][C:14]=1[O:24][CH3:25]. The yield is 0.762. (2) The reactants are [OH:1][CH:2]1[CH2:5][N:4]([C:6]2[CH:7]=[C:8]([CH:13]=[CH:14][CH:15]=2)[C:9]([O:11][CH3:12])=[O:10])[CH2:3]1.CC(OI1(OC(C)=O)(OC(C)=O)OC(=O)C2C=CC=CC1=2)=O. The catalyst is C(Cl)Cl. The product is [O:1]=[C:2]1[CH2:5][N:4]([C:6]2[CH:7]=[C:8]([CH:13]=[CH:14][CH:15]=2)[C:9]([O:11][CH3:12])=[O:10])[CH2:3]1. The yield is 0.750. (3) The reactants are [NH2:1][C:2]1[CH:7]=[C:6]([NH:8][CH2:9][C:10]2[CH:15]=[CH:14][C:13]([F:16])=[CH:12][CH:11]=2)[CH:5]=[CH:4][C:3]=1[N+:17]([O-])=O.[Cl-].[NH4+].C(N(C(C)C)CC)(C)C.Cl[C:32]([O:34][CH2:35][CH3:36])=[O:33]. The catalyst is CO.O.[Zn]. The product is [CH3:36][CH2:35][O:34][C:32]([NH:17][C:3]1[CH:4]=[CH:5][C:6]([NH:8][CH2:9][C:10]2[CH:15]=[CH:14][C:13]([F:16])=[CH:12][CH:11]=2)=[CH:7][C:2]=1[NH2:1])=[O:33]. The yield is 0.150. (4) The reactants are CS(O[CH2:6][C@H:7]1[O:12][CH2:11][CH2:10][N:9]([C:13]([O:15][C:16]([CH3:19])([CH3:18])[CH3:17])=[O:14])[CH2:8]1)(=O)=O.[CH3:20][C:21]1([CH3:33])[C:25]([CH3:27])([CH3:26])[O:24][B:23]([C:28]2[CH:29]=[N:30][NH:31][CH:32]=2)[O:22]1.C(=O)([O-])[O-].[Ce+3].C(=O)([O-])[O-].C(=O)([O-])[O-].[Ce+3]. The catalyst is C(#N)C. The product is [CH3:20][C:21]1([CH3:33])[C:25]([CH3:26])([CH3:27])[O:24][B:23]([C:28]2[CH:32]=[N:31][N:30]([CH2:6][C@H:7]3[O:12][CH2:11][CH2:10][N:9]([C:13]([O:15][C:16]([CH3:17])([CH3:18])[CH3:19])=[O:14])[CH2:8]3)[CH:29]=2)[O:22]1. The yield is 0.520.